This data is from Forward reaction prediction with 1.9M reactions from USPTO patents (1976-2016). The task is: Predict the product of the given reaction. (1) Given the reactants [P:1]([CH2:5][C:6]1[CH:17]=[CH:16][C:9]([CH2:10][CH:11]([C:13]([OH:15])=[O:14])[NH2:12])=[CH:8][CH:7]=1)([OH:4])([OH:3])=[O:2].C(N(CC)CC)C.[C:25](O[C:25]([O:27][C:28]([CH3:31])([CH3:30])[CH3:29])=[O:26])([O:27][C:28]([CH3:31])([CH3:30])[CH3:29])=[O:26], predict the reaction product. The product is: [C:25]([NH:12][CH:11]([C:13]([OH:15])=[O:14])[CH2:10][C:9]1[CH:16]=[CH:17][C:6]([CH2:5][P:1]([OH:4])([OH:3])=[O:2])=[CH:7][CH:8]=1)([O:27][C:28]([CH3:31])([CH3:30])[CH3:29])=[O:26]. (2) Given the reactants [OH:1][C:2]1[CH:7]=[CH:6][C:5]([CH2:8][CH2:9][C:10]([O:12]C)=O)=[CH:4][CH:3]=1.Cl.[NH3:15], predict the reaction product. The product is: [OH:1][C:2]1[CH:7]=[CH:6][C:5]([CH2:8][CH2:9][C:10]([NH2:15])=[O:12])=[CH:4][CH:3]=1. (3) Given the reactants [CH3:1][N:2]([CH3:15])[C:3]1[C:12]2[C:7](=[CH:8][C:9]([CH:13]=O)=[CH:10][CH:11]=2)[CH:6]=[N:5][N:4]=1.[NH2:16][C:17]1[CH:22]=[CH:21][CH:20]=[CH:19][CH:18]=1.[O-]S([O-])(=O)=O.[Mg+2].[Na], predict the reaction product. The product is: [CH3:1][N:2]([CH3:15])[C:3]1[C:12]2[C:7](=[CH:8][C:9]([CH2:13][NH:16][C:17]3[CH:22]=[CH:21][CH:20]=[CH:19][CH:18]=3)=[CH:10][CH:11]=2)[CH:6]=[N:5][N:4]=1. (4) Given the reactants [CH2:1]([O:8][C:9]1[CH:14]=[CH:13][CH:12]=[CH:11][C:10]=1[S:15](Cl)(=[O:17])=[O:16])[C:2]1[CH:7]=[CH:6][CH:5]=[CH:4][CH:3]=1.[C:19]([O:23][C:24](=[O:35])[CH2:25][C@H:26]([NH2:34])[CH:27]([O:31][CH2:32][CH3:33])[O:28][CH2:29][CH3:30])([CH3:22])([CH3:21])[CH3:20].N1C=CC=CC=1, predict the reaction product. The product is: [C:19]([O:23][C:24](=[O:35])[CH2:25][C@H:26]([NH:34][S:15]([C:10]1[CH:11]=[CH:12][CH:13]=[CH:14][C:9]=1[O:8][CH2:1][C:2]1[CH:7]=[CH:6][CH:5]=[CH:4][CH:3]=1)(=[O:17])=[O:16])[CH:27]([O:31][CH2:32][CH3:33])[O:28][CH2:29][CH3:30])([CH3:21])([CH3:20])[CH3:22]. (5) Given the reactants Cl.[NH2:2][C:3]1([CH2:17][OH:18])[CH2:7][CH2:6][N:5]([C:8]2[C:9]3[N:10]([CH:14]=[CH:15][CH:16]=3)[CH:11]=[CH:12][N:13]=2)[CH2:4]1.[CH:19]([C:22]1[CH:23]=[N:24][C:25]([C:28](O)=[O:29])=[N:26][CH:27]=1)([CH3:21])[CH3:20].C(N(CC)C(C)C)C.CN(C(ON1N=NC2C=CC=NC1=2)=[N+](C)C)C.F[P-](F)(F)(F)(F)F, predict the reaction product. The product is: [OH:18][CH2:17][C:3]1([NH:2][C:28]([C:25]2[N:24]=[CH:23][C:22]([CH:19]([CH3:21])[CH3:20])=[CH:27][N:26]=2)=[O:29])[CH2:7][CH2:6][N:5]([C:8]2[C:9]3[N:10]([CH:14]=[CH:15][CH:16]=3)[CH:11]=[CH:12][N:13]=2)[CH2:4]1. (6) Given the reactants Cl[C:2]1[C:7]([Cl:8])=[N:6][CH:5]=[CH:4][N:3]=1.[CH3:9][C:10]1[CH:15]=[CH:14][C:13]([S:16]([NH2:19])(=[O:18])=[O:17])=[CH:12][CH:11]=1.C(=O)([O-])[O-].[K+].[K+].Cl, predict the reaction product. The product is: [Cl:8][C:7]1[C:2]([NH:19][S:16]([C:13]2[CH:14]=[CH:15][C:10]([CH3:9])=[CH:11][CH:12]=2)(=[O:17])=[O:18])=[N:3][CH:4]=[CH:5][N:6]=1.